Regression. Given a peptide amino acid sequence and an MHC pseudo amino acid sequence, predict their binding affinity value. This is MHC class I binding data. From a dataset of Peptide-MHC class I binding affinity with 185,985 pairs from IEDB/IMGT. The binding affinity (normalized) is 0. The peptide sequence is KAVYNAATM. The MHC is H-2-Ld with pseudo-sequence H-2-Ld.